Predict which catalyst facilitates the given reaction. From a dataset of Catalyst prediction with 721,799 reactions and 888 catalyst types from USPTO. Reactant: Cl.[CH:2]1([NH:7][NH2:8])[CH2:6][CH2:5][CH2:4][CH2:3]1.[CH2:9]([O:11][C:12](=[O:24])[C:13](=[CH:20]N(C)C)[C:14](=O)[C:15]([F:18])([F:17])[F:16])[CH3:10].C([O-])(=O)C.[Na+]. The catalyst class is: 8. Product: [CH2:9]([O:11][C:12]([C:13]1[CH:20]=[N:8][N:7]([CH:2]2[CH2:6][CH2:5][CH2:4][CH2:3]2)[C:14]=1[C:15]([F:16])([F:17])[F:18])=[O:24])[CH3:10].